From a dataset of Forward reaction prediction with 1.9M reactions from USPTO patents (1976-2016). Predict the product of the given reaction. Given the reactants [F:1][CH:2]([P:13](=[O:22])([O:18]C(C)C)[O:14]C(C)C)[P:3](=[O:12])([O:8]C(C)C)[O:4]C(C)C.C[Si](Br)(C)C.C1(C)C=CC=CC=1.C(N(CCCC)CCCC)CCC, predict the reaction product. The product is: [F:1][CH:2]([P:13](=[O:14])([OH:22])[OH:18])[P:3](=[O:4])([OH:12])[OH:8].